Dataset: Forward reaction prediction with 1.9M reactions from USPTO patents (1976-2016). Task: Predict the product of the given reaction. (1) Given the reactants [CH3:1][N:2]1[CH2:7][CH2:6][N:5]([C:8]2[CH:9]([CH:26](O)[CH2:27][CH3:28])[C:10]([N:19]3[CH2:24][CH2:23][N:22]([CH3:25])[CH2:21][CH2:20]3)=[N:11][C:12]3[CH:18]=[CH:17][CH:16]=[CH:15][C:13]=3[N:14]=2)[CH2:4][CH2:3]1.C(N(CC)CC)C.N1C=CC=CC=1.FC(F)(F)C(OC(=O)C(F)(F)F)=O.[OH-].[Na+], predict the reaction product. The product is: [CH3:1][N:2]1[CH2:3][CH2:4][N:5]([C:8]2[C:9](=[CH:26][CH2:27][CH3:28])[C:10]([N:19]3[CH2:20][CH2:21][N:22]([CH3:25])[CH2:23][CH2:24]3)=[N:11][C:12]3[CH:18]=[CH:17][CH:16]=[CH:15][C:13]=3[N:14]=2)[CH2:6][CH2:7]1. (2) Given the reactants Br[C:2]1[N:6]2[C:7]3[C:12]([CH2:13][CH2:14][C:5]2=[C:4]([C:21]([N:23]2[CH2:28][CH2:27][O:26][CH2:25][C:24]2([CH3:30])[CH3:29])=[O:22])[N:3]=1)=[CH:11][C:10]([O:15][CH3:16])=[C:9]([O:17][CH:18]([CH3:20])[CH3:19])[CH:8]=3.C[C:32]([N:34](C)C)=O, predict the reaction product. The product is: [CH3:29][C:24]1([CH3:30])[CH2:25][O:26][CH2:27][CH2:28][N:23]1[C:21]([C:4]1[N:3]=[C:2]([C:32]#[N:34])[N:6]2[C:7]3[C:12](=[CH:11][C:10]([O:15][CH3:16])=[C:9]([O:17][CH:18]([CH3:20])[CH3:19])[CH:8]=3)[CH2:13][CH2:14][C:5]=12)=[O:22]. (3) Given the reactants CN(C(ON1N=NC2C=CC=NC1=2)=[N+](C)C)C.[F:18][P-](F)(F)(F)(F)F.[Cl:25][C:26]1[CH:27]=[C:28]([C:53]([OH:55])=O)[CH:29]=[N:30][C:31]=1[NH:32][NH:33][C:34]([NH:36][CH:37]1[C:43]2[C:44](F)=[N:45][CH:46]=[CH:47][C:42]=2[CH2:41][CH2:40][C:39]2[CH:49]=[CH:50][CH:51]=[CH:52][C:38]1=2)=[S:35].[O:56]1[CH2:60][CH2:59][CH2:58][C@@H:57]1[CH2:61][NH2:62].CCN(C(C)C)C(C)C, predict the reaction product. The product is: [Cl:25][C:26]1[CH:27]=[C:28]([C:53]([NH:62][CH2:61][C@H:57]2[CH2:58][CH2:59][CH2:60][O:56]2)=[O:55])[CH:29]=[N:30][C:31]=1[NH:32][NH:33][C:34]([NH:36][CH:37]1[C:43]2[CH:44]=[N:45][CH:46]=[CH:47][C:42]=2[CH2:41][CH2:40][C:39]2[C:49]([F:18])=[CH:50][CH:51]=[CH:52][C:38]1=2)=[S:35].